This data is from Catalyst prediction with 721,799 reactions and 888 catalyst types from USPTO. The task is: Predict which catalyst facilitates the given reaction. (1) Reactant: [CH:1]1([CH:4]([OH:18])[C:5]2[NH:13][C:12]3[C:7](=[N:8][CH:9]=[CH:10][C:11]=3[C:14]([O:16]C)=[O:15])[CH:6]=2)[CH2:3][CH2:2]1. Product: [CH:1]1([CH:4]([OH:18])[C:5]2[NH:13][C:12]3[C:7](=[N:8][CH:9]=[CH:10][C:11]=3[C:14]([OH:16])=[O:15])[CH:6]=2)[CH2:3][CH2:2]1. The catalyst class is: 47. (2) Reactant: [CH:1]([N:4]1[C:8]([C:9](=[O:11])[CH3:10])=[CH:7][N:6]=[C:5]1[CH2:12][O:13][CH3:14])([CH3:3])[CH3:2]. Product: [CH3:1][N:4]([CH3:8])[CH:5]=[CH:10][C:9]([C:8]1[N:4]([CH:1]([CH3:3])[CH3:2])[C:5]([CH2:12][O:13][CH3:14])=[N:6][CH:7]=1)=[O:11]. The catalyst class is: 3. (3) Reactant: [OH-].[Na+].C[O:4][C:5](=[O:36])[CH2:6][CH2:7][CH2:8][CH2:9][CH2:10][NH:11][C:12]1[C:13]2[C:20]([C:21]3[CH:26]=[CH:25][C:24]([O:27][CH3:28])=[CH:23][CH:22]=3)=[C:19]([C:29]3[CH:34]=[CH:33][CH:32]=[C:31]([F:35])[CH:30]=3)[O:18][C:14]=2[N:15]=[CH:16][N:17]=1.Cl. Product: [F:35][C:31]1[CH:30]=[C:29]([C:19]2[O:18][C:14]3[N:15]=[CH:16][N:17]=[C:12]([NH:11][CH2:10][CH2:9][CH2:8][CH2:7][CH2:6][C:5]([OH:36])=[O:4])[C:13]=3[C:20]=2[C:21]2[CH:26]=[CH:25][C:24]([O:27][CH3:28])=[CH:23][CH:22]=2)[CH:34]=[CH:33][CH:32]=1. The catalyst class is: 12. (4) Reactant: [Cl:1][C:2]1[C:11]([F:12])=[CH:10][C:9]([N+:13]([O-])=O)=[C:8]2[C:3]=1[CH:4]=[CH:5][CH:6]=[N:7]2.O.NN. Product: [Cl:1][C:2]1[C:11]([F:12])=[CH:10][C:9]([NH2:13])=[C:8]2[C:3]=1[CH:4]=[CH:5][CH:6]=[N:7]2. The catalyst class is: 227. (5) Reactant: F[C:2]1[CH:7]=[CH:6][C:5]([N+:8]([O-:10])=[O:9])=[CH:4][C:3]=1[C:11]([F:14])([F:13])[F:12].[Cl:15][C:16]1[CH:21]=[CH:20][CH:19]=[CH:18][C:17]=1[OH:22].C(=O)([O-])[O-].[K+].[K+].O. Product: [Cl:15][C:16]1[CH:21]=[CH:20][CH:19]=[CH:18][C:17]=1[O:22][C:2]1[CH:7]=[CH:6][C:5]([N+:8]([O-:10])=[O:9])=[CH:4][C:3]=1[C:11]([F:14])([F:13])[F:12]. The catalyst class is: 3. (6) Reactant: [Cl:1][C:2]1[N:7]=[C:6]([NH2:8])[C:5]([NH2:9])=[CH:4][CH:3]=1.O=[C:11]([C:17]1[CH:22]=[CH:21][CH:20]=[CH:19][CH:18]=1)[C:12](OCC)=[O:13].CCN(C(C)C)C(C)C. Product: [Cl:1][C:2]1[CH:3]=[CH:4][C:5]2[N:9]=[C:12]([OH:13])[C:11]([C:17]3[CH:22]=[CH:21][CH:20]=[CH:19][CH:18]=3)=[N:8][C:6]=2[N:7]=1. The catalyst class is: 3. (7) Reactant: Cl.[OH:2][CH2:3][C:4]1[N:9]=[CH:8][C:7]([OH:10])=[CH:6][CH:5]=1.[F:11][C:12]1[CH:13]=[C:14]([CH:17]=[CH:18][CH:19]=1)[CH2:15]Br.C(=O)([O-])[O-].[K+].[K+].CC(=O)CC. Product: [F:11][C:12]1[CH:13]=[C:14]([CH:17]=[CH:18][CH:19]=1)[CH2:15][O:10][C:7]1[CH:6]=[CH:5][C:4]([CH2:3][OH:2])=[N:9][CH:8]=1. The catalyst class is: 6. (8) Reactant: [Cl-].[CH3:2][O:3][CH2:4][P+](C1C=CC=CC=1)(C1C=CC=CC=1)C1C=CC=CC=1.C([Li])CCC.O=[C:30]1[C:39]2[C:34](=[CH:35][C:36]([C:40]#[N:41])=[CH:37][CH:38]=2)[O:33][CH2:32][CH2:31]1. Product: [CH3:2][O:3]/[CH:4]=[C:30]1\[CH2:31][CH2:32][O:33][C:34]2[C:39]\1=[CH:38][CH:37]=[C:36]([C:40]#[N:41])[CH:35]=2. The catalyst class is: 1. (9) Reactant: [CH3:1][O:2][C:3](=[O:25])[CH2:4][C:5]1[CH:10]=[C:9]([Br:11])[C:8]([O:12][C:13]2[CH:18]=[CH:17][C:16]([O:19][CH3:20])=[C:15]([CH:21]([CH3:23])[CH3:22])[CH:14]=2)=[C:7]([Br:24])[CH:6]=1.CCCCCCC.C(OCC)(=O)C.[N+:39]([O-])([OH:41])=[O:40]. Product: [CH3:1][O:2][C:3](=[O:25])[CH2:4][C:5]1[CH:10]=[C:9]([Br:11])[C:8]([O:12][C:13]2[CH:14]=[C:15]([CH:21]([CH3:23])[CH3:22])[C:16]([O:19][CH3:20])=[C:17]([N+:39]([O-:41])=[O:40])[CH:18]=2)=[C:7]([Br:24])[CH:6]=1. The catalyst class is: 48.